Dataset: NCI-60 drug combinations with 297,098 pairs across 59 cell lines. Task: Regression. Given two drug SMILES strings and cell line genomic features, predict the synergy score measuring deviation from expected non-interaction effect. (1) Drug 1: CCC1(CC2CC(C3=C(CCN(C2)C1)C4=CC=CC=C4N3)(C5=C(C=C6C(=C5)C78CCN9C7C(C=CC9)(C(C(C8N6C)(C(=O)OC)O)OC(=O)C)CC)OC)C(=O)OC)O.OS(=O)(=O)O. Drug 2: CCCCC(=O)OCC(=O)C1(CC(C2=C(C1)C(=C3C(=C2O)C(=O)C4=C(C3=O)C=CC=C4OC)O)OC5CC(C(C(O5)C)O)NC(=O)C(F)(F)F)O. Cell line: NCI-H522. Synergy scores: CSS=46.0, Synergy_ZIP=3.24, Synergy_Bliss=5.21, Synergy_Loewe=0.567, Synergy_HSA=1.53. (2) Drug 1: C1=CC(=C2C(=C1NCCNCCO)C(=O)C3=C(C=CC(=C3C2=O)O)O)NCCNCCO. Drug 2: C1C(C(OC1N2C=NC3=C2NC=NCC3O)CO)O. Cell line: COLO 205. Synergy scores: CSS=34.5, Synergy_ZIP=0.103, Synergy_Bliss=-2.24, Synergy_Loewe=-30.3, Synergy_HSA=-1.62. (3) Drug 1: CC1=C2C(C(=O)C3(C(CC4C(C3C(C(C2(C)C)(CC1OC(=O)C(C(C5=CC=CC=C5)NC(=O)OC(C)(C)C)O)O)OC(=O)C6=CC=CC=C6)(CO4)OC(=O)C)O)C)O. Drug 2: C1=CC=C(C(=C1)C(C2=CC=C(C=C2)Cl)C(Cl)Cl)Cl. Cell line: CAKI-1. Synergy scores: CSS=8.38, Synergy_ZIP=3.56, Synergy_Bliss=6.49, Synergy_Loewe=3.12, Synergy_HSA=2.60. (4) Drug 1: C1=CC(=CC=C1CCC2=CNC3=C2C(=O)NC(=N3)N)C(=O)NC(CCC(=O)O)C(=O)O. Drug 2: CCC1=C2CN3C(=CC4=C(C3=O)COC(=O)C4(CC)O)C2=NC5=C1C=C(C=C5)O. Cell line: SNB-19. Synergy scores: CSS=48.5, Synergy_ZIP=-3.18, Synergy_Bliss=-3.26, Synergy_Loewe=-0.830, Synergy_HSA=2.38.